From a dataset of Catalyst prediction with 721,799 reactions and 888 catalyst types from USPTO. Predict which catalyst facilitates the given reaction. (1) Reactant: [Cl:1][C:2]1[CH:7]=[CH:6][C:5]([C:8]2[C:13]([CH:14]=[O:15])=[CH:12][N:11]=[CH:10][CH:9]=2)=[C:4]([F:16])[CH:3]=1.[BH4-].[Na+]. Product: [Cl:1][C:2]1[CH:7]=[CH:6][C:5]([C:8]2[CH:9]=[CH:10][N:11]=[CH:12][C:13]=2[CH2:14][OH:15])=[C:4]([F:16])[CH:3]=1. The catalyst class is: 111. (2) Reactant: Br[C:2]1[N:7]=[C:6]([NH:8][C:9](=[O:14])[C:10]([CH3:13])([CH3:12])[CH3:11])[CH:5]=[CH:4][CH:3]=1.C([Mg]Cl)(C)C.CON(C)[C:23]([CH:25]1[CH2:29][CH2:28][O:27][CH2:26]1)=[O:24]. Product: [O:27]1[CH2:28][CH2:29][CH:25]([C:23]([C:2]2[N:7]=[C:6]([NH:8][C:9](=[O:14])[C:10]([CH3:13])([CH3:12])[CH3:11])[CH:5]=[CH:4][CH:3]=2)=[O:24])[CH2:26]1. The catalyst class is: 359. (3) Reactant: [CH3:1][O:2][C:3]1[CH:8]=[C:7]([O:9][CH2:10][CH2:11][S:12][CH3:13])[CH:6]=[CH:5][C:4]=1[NH:14][C:15]([C@@H:17]1[NH:21][C@@H:20]([CH2:22][C:23]([CH3:26])([CH3:25])[CH3:24])[C@:19]2([C:34]3[C:29](=[CH:30][C:31]([Cl:35])=[CH:32][CH:33]=3)[NH:28][C:27]2=[O:36])[C@H:18]1[C:37]1[CH:42]=[CH:41][CH:40]=[C:39]([Cl:43])[C:38]=1[F:44])=[O:16].ClC1C=C(C=CC=1)C(OO)=[O:50].[OH2:56]. Product: [CH3:13][S:12]([CH2:11][CH2:10][O:9][C:7]1[CH:6]=[CH:5][C:4]([NH:14][C:15]([C@@H:17]2[NH:21][C@@H:20]([CH2:22][C:23]([CH3:26])([CH3:25])[CH3:24])[C@:19]3([C:34]4[C:29](=[CH:30][C:31]([Cl:35])=[CH:32][CH:33]=4)[NH:28][C:27]3=[O:36])[C@H:18]2[C:37]2[CH:42]=[CH:41][CH:40]=[C:39]([Cl:43])[C:38]=2[F:44])=[O:16])=[C:3]([O:2][CH3:1])[CH:8]=1)(=[O:50])=[O:56]. The catalyst class is: 4. (4) Reactant: [CH3:5][N:6]([CH2:4][CH2:5][N:6]([CH3:8])[CH3:4])[CH3:8].C([Li])CCC.[Se:14]1[CH:18]=[CH:17][CH:16]=[CH:15]1.[N:19]1[CH:24]=[CH:23][CH:22]=[C:21]([CH:25]=[O:26])[CH:20]=1.[CH2:27]1C[O:30][CH2:29][CH2:28]1. Product: [N:19]1[CH:24]=[CH:23][CH:22]=[C:21]([CH:25]([OH:26])[C:15]2[Se:14][C:18]([CH:29]([C:28]3[CH:8]=[N:6][CH:5]=[CH:4][CH:27]=3)[OH:30])=[CH:17][CH:16]=2)[CH:20]=1. The catalyst class is: 81.